From a dataset of Reaction yield outcomes from USPTO patents with 853,638 reactions. Predict the reaction yield, written as a fraction of the theoretical maximum amount of product (1.0 means a 100% yield; for example, 0.34 means a 34% yield). (1) The reactants are [Br:1][C:2]1[CH:7]=[N:6][C:5]([O:8][CH3:9])=[C:4]2[NH:10][CH:11]=[CH:12][C:3]=12.[H-].[Na+].[CH3:15][C:16]1[CH:21]=[CH:20][C:19]([S:22](Cl)(=[O:24])=[O:23])=[CH:18][CH:17]=1. The catalyst is CN(C)C=O. The product is [Br:1][C:2]1[CH:7]=[N:6][C:5]([O:8][CH3:9])=[C:4]2[N:10]([S:22]([C:19]3[CH:20]=[CH:21][C:16]([CH3:15])=[CH:17][CH:18]=3)(=[O:24])=[O:23])[CH:11]=[CH:12][C:3]=12. The yield is 1.00. (2) The reactants are [C:1]1(=[O:8])[NH:7][CH2:6][CH2:5][CH2:4][CH2:3][CH2:2]1.C1(=N[OH:16])CCCCC1.Cl. No catalyst specified. The product is [C:1]1(=[O:8])[NH:7][CH2:6][CH2:5][CH2:4][CH2:3][CH2:2]1.[NH2:7][CH2:6][CH2:5][CH2:4][CH2:3][CH2:2][C:1]([OH:8])=[O:16]. The yield is 0.962. (3) The reactants are [O:1]=[C:2]1[C@@:10]2([CH2:12][C@H:11]2[C:13]2[CH:21]=[C:20]3[C:16]([C:17]([C:22]#N)=[N:18][NH:19]3)=[CH:15][CH:14]=2)[C:9]2[C:4](=[CH:5][CH:6]=[CH:7][CH:8]=2)[NH:3]1.[PH2]([O-])=[O:25].[Na+]. The catalyst is N1C=CC=CC=1.O.[Ni]. The product is [O:1]=[C:2]1[C@@:10]2([CH2:12][C@H:11]2[C:13]2[CH:21]=[C:20]3[C:16]([C:17]([CH:22]=[O:25])=[N:18][NH:19]3)=[CH:15][CH:14]=2)[C:9]2[C:4](=[CH:5][CH:6]=[CH:7][CH:8]=2)[NH:3]1. The yield is 0.300.